This data is from NCI-60 drug combinations with 297,098 pairs across 59 cell lines. The task is: Regression. Given two drug SMILES strings and cell line genomic features, predict the synergy score measuring deviation from expected non-interaction effect. (1) Drug 1: CCC1(CC2CC(C3=C(CCN(C2)C1)C4=CC=CC=C4N3)(C5=C(C=C6C(=C5)C78CCN9C7C(C=CC9)(C(C(C8N6C=O)(C(=O)OC)O)OC(=O)C)CC)OC)C(=O)OC)O.OS(=O)(=O)O. Drug 2: CC1=C(C(=O)C2=C(C1=O)N3CC4C(C3(C2COC(=O)N)OC)N4)N. Cell line: HOP-92. Synergy scores: CSS=-4.11, Synergy_ZIP=-0.331, Synergy_Bliss=-0.0504, Synergy_Loewe=-11.7, Synergy_HSA=-6.33. (2) Drug 1: C1=CC(=CC=C1CC(C(=O)O)N)N(CCCl)CCCl.Cl. Drug 2: C(=O)(N)NO. Cell line: SNB-75. Synergy scores: CSS=3.63, Synergy_ZIP=-0.545, Synergy_Bliss=0.915, Synergy_Loewe=-1.19, Synergy_HSA=-1.49. (3) Drug 1: C1CN1P(=S)(N2CC2)N3CC3. Drug 2: C1=NC2=C(N1)C(=S)N=CN2. Cell line: OVCAR-5. Synergy scores: CSS=28.3, Synergy_ZIP=-8.32, Synergy_Bliss=0.803, Synergy_Loewe=1.35, Synergy_HSA=3.39. (4) Drug 1: CN(C)C1=NC(=NC(=N1)N(C)C)N(C)C. Drug 2: CCC(=C(C1=CC=CC=C1)C2=CC=C(C=C2)OCCN(C)C)C3=CC=CC=C3.C(C(=O)O)C(CC(=O)O)(C(=O)O)O. Cell line: EKVX. Synergy scores: CSS=-1.57, Synergy_ZIP=0.342, Synergy_Bliss=-1.86, Synergy_Loewe=-5.09, Synergy_HSA=-3.94. (5) Drug 1: C1=CC(=CC=C1CC(C(=O)O)N)N(CCCl)CCCl.Cl. Drug 2: C1=CN(C=N1)CC(O)(P(=O)(O)O)P(=O)(O)O. Cell line: DU-145. Synergy scores: CSS=0.521, Synergy_ZIP=-0.469, Synergy_Bliss=-1.04, Synergy_Loewe=-3.98, Synergy_HSA=-3.41. (6) Drug 1: CC(C1=C(C=CC(=C1Cl)F)Cl)OC2=C(N=CC(=C2)C3=CN(N=C3)C4CCNCC4)N. Drug 2: CC1CCCC2(C(O2)CC(NC(=O)CC(C(C(=O)C(C1O)C)(C)C)O)C(=CC3=CSC(=N3)C)C)C. Cell line: KM12. Synergy scores: CSS=36.4, Synergy_ZIP=0.589, Synergy_Bliss=1.72, Synergy_Loewe=2.95, Synergy_HSA=3.20.